Dataset: Full USPTO retrosynthesis dataset with 1.9M reactions from patents (1976-2016). Task: Predict the reactants needed to synthesize the given product. (1) The reactants are: Cl.[NH2:2][CH:3]1[CH2:8][CH2:7][CH2:6][N:5]([C:9]([O:11][C:12]([CH3:15])([CH3:14])[CH3:13])=[O:10])[CH2:4]1.[NH2:16][C:17]1[N:18]=[C:19](S(C)(=O)=O)[S:20][C:21]=1[C:22]([O:24][CH3:25])=[O:23]. Given the product [NH2:16][C:17]1[N:18]=[C:19]([NH:2][CH:3]2[CH2:8][CH2:7][CH2:6][N:5]([C:9]([O:11][C:12]([CH3:15])([CH3:14])[CH3:13])=[O:10])[CH2:4]2)[S:20][C:21]=1[C:22]([O:24][CH3:25])=[O:23], predict the reactants needed to synthesize it. (2) Given the product [OH:36][NH:35][C:5]([C:7]1[S:11][C:10]2[CH:12]=[C:13]([CH2:16][NH:17][C:25](=[O:32])[C:26]3[CH:31]=[CH:30][CH:29]=[CH:28][CH:27]=3)[CH:14]=[CH:15][C:9]=2[CH:8]=1)=[O:6], predict the reactants needed to synthesize it. The reactants are: Cl.C(O[C:5]([C:7]1[S:11][C:10]2[CH:12]=[C:13]([CH2:16][NH2:17])[CH:14]=[CH:15][C:9]=2[CH:8]=1)=[O:6])C.CN1CCOCC1.[C:25](Cl)(=[O:32])[C:26]1[CH:31]=[CH:30][CH:29]=[CH:28][CH:27]=1.Cl.[NH2:35][OH:36].C[O-].[Na+].